This data is from Full USPTO retrosynthesis dataset with 1.9M reactions from patents (1976-2016). The task is: Predict the reactants needed to synthesize the given product. (1) Given the product [C:1]([C:3]1[CH:4]=[C:5]([N:10]([CH2:22][C:21]2[CH:24]=[CH:25][C:18]([O:17][C:16]([F:15])([F:26])[F:27])=[CH:19][CH:20]=2)[C:11](=[O:14])[CH2:12][CH3:13])[CH:6]=[C:7]([F:9])[CH:8]=1)#[N:2], predict the reactants needed to synthesize it. The reactants are: [C:1]([C:3]1[CH:4]=[C:5]([NH:10][C:11](=[O:14])[CH2:12][CH3:13])[CH:6]=[C:7]([F:9])[CH:8]=1)#[N:2].[F:15][C:16]([F:27])([F:26])[O:17][C:18]1[CH:25]=[CH:24][C:21]([CH2:22]Br)=[CH:20][CH:19]=1. (2) Given the product [CH3:1][O:2][CH2:3][CH2:4][O:5][CH2:6][CH2:7][O:8][CH3:9], predict the reactants needed to synthesize it. The reactants are: [CH3:1][O:2][CH2:3][CH2:4][O:5][CH2:6][CH2:7][O:8][CH2:9]CO.